The task is: Predict the reaction yield, written as a fraction of the theoretical maximum amount of product (1.0 means a 100% yield; for example, 0.34 means a 34% yield).. This data is from Reaction yield outcomes from USPTO patents with 853,638 reactions. (1) The reactants are [CH2:1]([O:8][C:9]([NH:11][NH:12][C@@H:13]([C:17]([CH3:20])([CH3:19])[CH3:18])[CH2:14][CH:15]=[CH2:16])=[O:10])[C:2]1[CH:7]=[CH:6][CH:5]=[CH:4][CH:3]=1.C([O-])([O-])=O.[K+].[K+].[CH3:27][C:28]1[CH:29]=[C:30]([CH:34]=[C:35]([CH3:37])[CH:36]=1)[C:31](Cl)=[O:32]. The catalyst is C(Cl)Cl. The product is [CH2:1]([O:8][C:9]([NH:11][N:12]([C@@H:13]([C:17]([CH3:20])([CH3:19])[CH3:18])[CH2:14][CH:15]=[CH2:16])[C:31](=[O:32])[C:30]1[CH:34]=[C:35]([CH3:37])[CH:36]=[C:28]([CH3:27])[CH:29]=1)=[O:10])[C:2]1[CH:7]=[CH:6][CH:5]=[CH:4][CH:3]=1. The yield is 0.889. (2) The reactants are Cl[C:2]1[CH:7]=[C:6]([CH2:8][O:9][CH3:10])[N:5]=[CH:4][N:3]=1.C([O-])([O-])=O.[Cs+].[Cs+].[CH3:17][C:18]1(C)[C:44]2C(=C(P(C3C=CC=CC=3)C3C=CC=CC=3)C=CC=2)OC2C(P(C3C=CC=CC=3)C3C=CC=CC=3)=CC=C[C:19]1=2.C([NH:63][C:64](=[O:66])[O-:65])(C)(C)C. The catalyst is O1CCOCC1.O.C1C=CC(/C=C/C(/C=C/C2C=CC=CC=2)=O)=CC=1.C1C=CC(/C=C/C(/C=C/C2C=CC=CC=2)=O)=CC=1.C1C=CC(/C=C/C(/C=C/C2C=CC=CC=2)=O)=CC=1.[Pd].[Pd]. The product is [CH3:10][O:9][CH2:8][C:6]1[N:5]=[CH:4][N:3]=[C:2]([NH:63][C:64](=[O:66])[O:65][C:18]([CH3:44])([CH3:19])[CH3:17])[CH:7]=1. The yield is 0.350. (3) The reactants are C([O:4][CH2:5][CH:6]1[O:11][C:10]2=[CH:12][S:13][CH:14]=[C:9]2[O:8][CH2:7]1)(=O)C.[OH-].[Na+]. The catalyst is O. The product is [O:8]1[CH2:7][CH:6]([CH2:5][OH:4])[O:11][C:10]2=[CH:12][S:13][CH:14]=[C:9]12. The yield is 0.900. (4) The reactants are [CH3:1][N:2]([CH2:4][CH2:5][O:6][C:7]1[CH:8]=[C:9]([CH:11]=[CH:12][C:13]=1[Cl:14])[NH2:10])[CH3:3].[C:15]([C:17]1[C:33]([Cl:34])=[CH:32][CH:31]=[CH:30][C:18]=1[O:19][C:20]1[CH:25]=[CH:24][C:23]([S:26](Cl)(=[O:28])=[O:27])=[CH:22][CH:21]=1)#[N:16]. The catalyst is C(Cl)(Cl)Cl. The product is [Cl:34][C:33]1[C:17]([C:15]#[N:16])=[C:18]([CH:30]=[CH:31][CH:32]=1)[O:19][C:20]1[CH:21]=[CH:22][C:23]([S:26]([NH:10][C:9]2[CH:11]=[CH:12][C:13]([Cl:14])=[C:7]([O:6][CH2:5][CH2:4][N:2]([CH3:1])[CH3:3])[CH:8]=2)(=[O:27])=[O:28])=[CH:24][CH:25]=1. The yield is 0.430. (5) The reactants are [Br:1][C:2]1[CH:3]=[C:4]2[C:8](=[CH:9][C:10]=1[N+:11]([O-:13])=[O:12])[NH:7][CH2:6][CH2:5]2.C(C1C(=O)C(Cl)=C(Cl)C(=O)C=1C#N)#N. The catalyst is O1CCOCC1. The product is [Br:1][C:2]1[CH:3]=[C:4]2[C:8](=[CH:9][C:10]=1[N+:11]([O-:13])=[O:12])[NH:7][CH:6]=[CH:5]2. The yield is 0.380. (6) The reactants are [CH2:1]([O:3][C:4]1[CH:9]=[CH:8][C:7](B(O)O)=[CH:6][CH:5]=1)[CH3:2].[F-].[K+].Br[C:16]1[CH:23]=[CH:22][C:19]([CH:20]=[O:21])=[CH:18][CH:17]=1. The catalyst is C([O-])(=O)C.[Pd+2].C([O-])(=O)C.C(P(C(C)(C)C)C1C=CC=CC=1C1C=CC=CC=1)(C)(C)C. The product is [CH:20]([C:19]1[CH:22]=[CH:23][C:16]([C:7]2[CH:8]=[CH:9][C:4]([O:3][CH2:1][CH3:2])=[CH:5][CH:6]=2)=[CH:17][CH:18]=1)=[O:21]. The yield is 0.900. (7) The product is [OH:23][C:22]1[C:21]2[C:16](=[CH:17][CH:18]=[CH:19][CH:20]=2)[C@@:15]([CH3:29])([CH2:24][CH2:25][CH:26]([CH3:28])[CH3:27])[C:14](=[O:30])[C:13]=1[C:8]1[NH:7][C:6]2[CH:31]=[CH:32][C:3]([NH:2][S:49]([C:40]3[CH:41]=[CH:42][C:43]4[C:48](=[CH:47][CH:46]=[CH:45][CH:44]=4)[CH:39]=3)(=[O:51])=[O:50])=[CH:4][C:5]=2[S:10](=[O:12])(=[O:11])[N:9]=1. The reactants are Cl.[NH2:2][C:3]1[CH:32]=[CH:31][C:6]2[NH:7][C:8]([C:13]3[C:14](=[O:30])[C@:15]([CH3:29])([CH2:24][CH2:25][CH:26]([CH3:28])[CH3:27])[C:16]4[C:21]([C:22]=3[OH:23])=[CH:20][CH:19]=[CH:18][CH:17]=4)=[N:9][S:10](=[O:12])(=[O:11])[C:5]=2[CH:4]=1.N1C=CC=CC=1.[CH:39]1[C:48]2[C:43](=[CH:44][CH:45]=[CH:46][CH:47]=2)[CH:42]=[CH:41][C:40]=1[S:49](Cl)(=[O:51])=[O:50]. The catalyst is CC(C)=O. The yield is 0.390. (8) The reactants are C1(OC(=O)[N:9]([C:19]2[CH:24]=[C:23]([O:25][C:26]3[CH:31]=[CH:30][C:29]([NH:32][C:33]([C:35]4([C:38](=[O:47])[NH:39][C:40]5[CH:45]=[CH:44][C:43]([F:46])=[CH:42][CH:41]=5)[CH2:37][CH2:36]4)=[O:34])=[CH:28][C:27]=3[F:48])[CH:22]=[CH:21][N:20]=2)[C:10](OC2C=CC=CC=2)=[O:11])C=CC=CC=1.[CH3:50][N:51]1[CH2:56][CH2:55][N:54]([CH:57]2[CH2:62][CH2:61][NH:60][CH2:59][CH2:58]2)[CH2:53][CH2:52]1. The catalyst is CN(C)C=O. The product is [F:48][C:27]1[CH:28]=[C:29]([NH:32][C:33]([C:35]2([C:38]([NH:39][C:40]3[CH:41]=[CH:42][C:43]([F:46])=[CH:44][CH:45]=3)=[O:47])[CH2:36][CH2:37]2)=[O:34])[CH:30]=[CH:31][C:26]=1[O:25][C:23]1[CH:22]=[CH:21][N:20]=[C:19]([NH:9][C:10]([N:60]2[CH2:59][CH2:58][CH:57]([N:54]3[CH2:53][CH2:52][N:51]([CH3:50])[CH2:56][CH2:55]3)[CH2:62][CH2:61]2)=[O:11])[CH:24]=1. The yield is 0.950. (9) The reactants are [CH3:1][NH:2][CH2:3][C:4]1[N:8]([CH3:9])[N:7]=[C:6]([N+:10]([O-:12])=[O:11])[CH:5]=1.[O:13]1[CH2:16][C:15](=O)[CH2:14]1.[BH3-]C#N.[Na+]. The catalyst is CO.[Cl-].[Cl-].[Zn+2]. The product is [CH3:1][N:2]([CH2:3][C:4]1[N:8]([CH3:9])[N:7]=[C:6]([N+:10]([O-:12])=[O:11])[CH:5]=1)[CH:15]1[CH2:16][O:13][CH2:14]1. The yield is 0.800.